From a dataset of Catalyst prediction with 721,799 reactions and 888 catalyst types from USPTO. Predict which catalyst facilitates the given reaction. (1) Reactant: [F:1][C:2]1[C:11]([CH:12]([CH2:17][N:18]2[CH2:22][CH2:21][C@H:20]([CH2:23][NH:24]C(=O)C(F)(F)F)[CH2:19]2)[C:13]([O:15][CH3:16])=[O:14])=[C:10]2[C:5]([CH:6]=[CH:7][C:8]([O:31][CH3:32])=[N:9]2)=[CH:4][CH:3]=1.C(=O)([O-])[O-].[K+].[K+].O. Product: [NH2:24][CH2:23][C@H:20]1[CH2:21][CH2:22][N:18]([CH2:17][CH:12]([C:11]2[C:2]([F:1])=[CH:3][CH:4]=[C:5]3[C:10]=2[N:9]=[C:8]([O:31][CH3:32])[CH:7]=[CH:6]3)[C:13]([O:15][CH3:16])=[O:14])[CH2:19]1. The catalyst class is: 5. (2) Reactant: [N+:1]([C:4]1[CH:8]=[N:7][NH:6][N:5]=1)([O-:3])=[O:2].[CH2:9]1COCC1.[H-].[Na+].IC. Product: [CH3:9][N:7]1[CH:8]=[C:4]([N+:1]([O-:3])=[O:2])[N:5]=[N:6]1. The catalyst class is: 21. (3) Product: [CH3:1][O:2][C:3]1[CH:8]=[CH:7][C:6]([CH2:9][C:10]([OH:12])=[O:11])=[CH:5][C:4]=1[O:13][C:14]1[CH:19]=[CH:18][C:17]([C:20]([F:21])([F:23])[F:22])=[CH:16][C:15]=1[CH2:24][S:25]([CH2:26][CH2:27][C:28]1[CH:33]=[CH:32][CH:31]=[CH:30][CH:29]=1)=[O:42]. The catalyst class is: 2. Reactant: [CH3:1][O:2][C:3]1[CH:8]=[CH:7][C:6]([CH2:9][C:10]([OH:12])=[O:11])=[CH:5][C:4]=1[O:13][C:14]1[CH:19]=[CH:18][C:17]([C:20]([F:23])([F:22])[F:21])=[CH:16][C:15]=1[CH2:24][S:25][CH2:26][CH2:27][C:28]1[CH:33]=[CH:32][CH:31]=[CH:30][CH:29]=1.ClC1C=CC=C(C(OO)=[O:42])C=1. (4) Reactant: Cl.[NH:2]1[CH2:7][CH2:6][CH2:5][C@H:4]([N:8]2[C:12]3=[C:13]4[S:19][CH:18]=[CH:17][C:14]4=[N:15][CH:16]=[C:11]3[N:10]=[C:9]2[C@H:20]([OH:22])[CH3:21])[CH2:3]1.[N:23]12[CH2:26][CH2:25][CH2:24][N:23]=C1CC[CH2:26][CH2:25][CH2:24]2.C(#N)C=C. Product: [OH:22][C@@H:20]([C:9]1[N:8]([C@H:4]2[CH2:5][CH2:6][CH2:7][N:2]([CH2:26][CH2:25][C:24]#[N:23])[CH2:3]2)[C:12]2=[C:13]3[S:19][CH:18]=[CH:17][C:14]3=[N:15][CH:16]=[C:11]2[N:10]=1)[CH3:21]. The catalyst class is: 10. (5) Reactant: C([O:3][C:4](=O)[C:5]([C:8]1[CH:13]=[CH:12][CH:11]=[CH:10][C:9]=1[Cl:14])([F:7])[F:6])C.[BH4-].[Na+]. Product: [Cl:14][C:9]1[CH:10]=[CH:11][CH:12]=[CH:13][C:8]=1[C:5]([F:6])([F:7])[CH2:4][OH:3]. The catalyst class is: 8. (6) Reactant: [CH3:1][O-:2].[Na+].Br[C:5]1[CH:18]=[C:17]2[C:19]([CH3:31])([CH3:30])[C:20]3[CH:28]=[C:27](Br)[CH:26]=[C:22]4[C:23]([CH3:25])([CH3:24])[C:13]5[C:14]6[N:15]([C:21]=34)[C:16]2=[C:7]([C:8]([CH3:33])([CH3:32])[C:9]=6[CH:10]=[CH:11][CH:12]=5)[CH:6]=1.CN(C)[CH:36]=[O:37]. Product: [CH3:1][O:2][C:5]1[CH:18]=[C:17]2[C:19]([CH3:31])([CH3:30])[C:20]3[CH:28]=[C:27]([O:37][CH3:36])[CH:26]=[C:22]4[C:23]([CH3:25])([CH3:24])[C:13]5[C:14]6[N:15]([C:21]=34)[C:16]2=[C:7]([C:8]([CH3:33])([CH3:32])[C:9]=6[CH:10]=[CH:11][CH:12]=5)[CH:6]=1. The catalyst class is: 205.